From a dataset of Forward reaction prediction with 1.9M reactions from USPTO patents (1976-2016). Predict the product of the given reaction. (1) Given the reactants [Cl:1][C:2]1[CH:3]=[CH:4][C:5]([S:9][CH3:10])=[C:6]([NH2:8])[CH:7]=1.[O:11]1[CH:15]=[CH:14][CH:13]=[C:12]1[S:16](Cl)(=[O:18])=[O:17], predict the reaction product. The product is: [Cl:1][C:2]1[CH:3]=[CH:4][C:5]([S:9][CH3:10])=[C:6]([NH:8][S:16]([C:12]2[O:11][CH:15]=[CH:14][CH:13]=2)(=[O:18])=[O:17])[CH:7]=1. (2) Given the reactants [OH-].[Na+].[I-:3].[Na+].[OH:5][C:6]1[CH:7]=[C:8]([CH:12]=[CH:13][CH:14]=1)[C:9]([OH:11])=[O:10].Cl[O-].[Na+], predict the reaction product. The product is: [OH:5][C:6]1[CH:7]=[C:8]([CH:12]=[CH:13][C:14]=1[I:3])[C:9]([OH:11])=[O:10]. (3) Given the reactants [I:1][C:2]1[C:10]2[C:5](=[N:6][CH:7]=[N:8][C:9]=2[NH2:11])[NH:4][N:3]=1.C([O-])([O-])=O.[K+].[K+].[CH:18](Br)([CH3:20])[CH3:19], predict the reaction product. The product is: [I:1][C:2]1[C:10]2[C:5](=[N:6][CH:7]=[N:8][C:9]=2[NH2:11])[N:4]([CH:18]([CH3:20])[CH3:19])[N:3]=1. (4) Given the reactants [Cl:1][C:2]1[CH:3]=[C:4]([C:8]2[N:9]=[C:10]([CH:13]3[O:18][CH2:17][CH2:16][N:15](CC4C=CC=CC=4)[CH2:14]3)[NH:11][CH:12]=2)[CH:5]=[CH:6][CH:7]=1.Cl, predict the reaction product. The product is: [Cl:1][C:2]1[CH:3]=[C:4]([C:8]2[N:9]=[C:10]([CH:13]3[O:18][CH2:17][CH2:16][NH:15][CH2:14]3)[NH:11][CH:12]=2)[CH:5]=[CH:6][CH:7]=1. (5) Given the reactants [H-].[Na+].[CH2:3]1[O:7][C@@H:6]2[C@@H:8]([OH:11])[CH2:9][O:10][C@@H:5]2[C@@H:4]1[OH:12].[CH:13]1[CH:18]=[CH:17][C:16]([CH2:19]Br)=[CH:15][CH:14]=1, predict the reaction product. The product is: [CH2:19]([O:12][CH:4]1[CH:5]2[O:10][CH2:9][CH:8]([OH:11])[CH:6]2[O:7][CH2:3]1)[C:16]1[CH:17]=[CH:18][CH:13]=[CH:14][CH:15]=1. (6) Given the reactants C[O:2][C:3](=[O:16])[CH2:4][O:5][C:6]1[CH:14]=[CH:13][C:12]([SH:15])=[C:11]2[C:7]=1[CH2:8][CH2:9][CH2:10]2.Cl[CH2:18][C:19]1[CH:24]=[CH:23][C:22]([C:25]2[CH:30]=[CH:29][C:28]([C:31]([F:34])([F:33])[F:32])=[CH:27][CH:26]=2)=[CH:21][CH:20]=1, predict the reaction product. The product is: [F:32][C:31]([F:33])([F:34])[C:28]1[CH:27]=[CH:26][C:25]([C:22]2[CH:23]=[CH:24][C:19]([CH2:18][S:15][C:12]3[CH:13]=[CH:14][C:6]([O:5][CH2:4][C:3]([OH:2])=[O:16])=[C:7]4[C:11]=3[CH2:10][CH2:9][CH2:8]4)=[CH:20][CH:21]=2)=[CH:30][CH:29]=1.